From a dataset of Reaction yield outcomes from USPTO patents with 853,638 reactions. Predict the reaction yield, written as a fraction of the theoretical maximum amount of product (1.0 means a 100% yield; for example, 0.34 means a 34% yield). The reactants are Cl[C:2]1[N:7]=[C:6]([C:8]2[CH:13]=[CH:12][CH:11]=[C:10]([O:14][CH3:15])[CH:9]=2)[N:5]=[C:4]([NH:16][C:17]2[CH:22]=[CH:21][CH:20]=[C:19]([N+:23]([O-:25])=[O:24])[CH:18]=2)[N:3]=1.Cl.[NH2:27][OH:28].C([O-])([O-])=O.[Na+].[Na+]. The catalyst is CN(C=O)C. The product is [OH:28][NH:27][C:2]1[N:7]=[C:6]([C:8]2[CH:13]=[CH:12][CH:11]=[C:10]([O:14][CH3:15])[CH:9]=2)[N:5]=[C:4]([NH:16][C:17]2[CH:22]=[CH:21][CH:20]=[C:19]([N+:23]([O-:25])=[O:24])[CH:18]=2)[N:3]=1. The yield is 0.830.